Dataset: Forward reaction prediction with 1.9M reactions from USPTO patents (1976-2016). Task: Predict the product of the given reaction. Given the reactants [C:1]([NH2:10])(=[O:9])[C:2]1[C:3](=[CH:5][CH:6]=[CH:7][CH:8]=1)[NH2:4].C([O-])([O-])=O.[K+].[K+].[C:17](Cl)(=[O:19])[CH3:18], predict the reaction product. The product is: [C:17]([NH:4][C:3]1[CH:5]=[CH:6][CH:7]=[CH:8][C:2]=1[C:1]([NH2:10])=[O:9])(=[O:19])[CH3:18].